This data is from Catalyst prediction with 721,799 reactions and 888 catalyst types from USPTO. The task is: Predict which catalyst facilitates the given reaction. (1) Reactant: [ClH:1].[NH2:2][CH2:3][CH2:4][C@H:5](O)[C:6]([O:8][CH3:9])=[O:7].O1CCOCC1.S(Cl)([Cl:19])=O. Product: [ClH:19].[NH2:2][CH2:3][CH2:4][C@@H:5]([Cl:1])[C:6]([O:8][CH3:9])=[O:7]. The catalyst class is: 17. (2) Reactant: [F:1][C:2]1[C:3]([C:23]2[N:27]=[CH:26][N:25](C3CCCCO3)[N:24]=2)=[CH:4][C:5]([CH3:22])=[C:6]([C:8]2[N:13]=[C:12]3[N:14]([CH:19]([CH3:21])[CH3:20])[C:15](=[O:18])[CH2:16][NH:17][C:11]3=[N:10][CH:9]=2)[CH:7]=1.C(N1C2=NC([Sn](C)(C)C)=CN=C2NCC1=O)(C)C.BrC1C(C)=CC(C2N=CN(C3CCCCO3)N=2)=C(F)C=1. Product: [F:1][C:2]1[C:3]([C:23]2[N:27]=[CH:26][NH:25][N:24]=2)=[CH:4][C:5]([CH3:22])=[C:6]([C:8]2[N:13]=[C:12]3[N:14]([CH:19]([CH3:21])[CH3:20])[C:15](=[O:18])[CH2:16][NH:17][C:11]3=[N:10][CH:9]=2)[CH:7]=1. The catalyst class is: 558. (3) Reactant: [C:1]([O:5][C:6]([N:8]1[CH2:13][CH2:12][CH:11]([CH2:14][C:15]([OH:17])=O)[CH2:10][CH2:9]1)=[O:7])([CH3:4])([CH3:3])[CH3:2].CN(C(ON1N=NC2C=CC=NC1=2)=[N+](C)C)C.F[P-](F)(F)(F)(F)F.[NH2:42][C:43]1[CH:48]=[C:47]([O:49][C:50]2[CH:69]=[CH:68][C:53]3[N:54]([CH3:67])[C:55]([NH:57][C:58]4[CH:63]=[CH:62][CH:61]=[C:60]([CH:64]([CH3:66])[CH3:65])[CH:59]=4)=[N:56][C:52]=3[CH:51]=2)[CH:46]=[CH:45][N:44]=1. Product: [CH:64]([C:60]1[CH:59]=[C:58]([NH:57][C:55]2[N:54]([CH3:67])[C:53]3[CH:68]=[CH:69][C:50]([O:49][C:47]4[CH:46]=[CH:45][N:44]=[C:43]([NH:42][C:15]([CH2:14][CH:11]5[CH2:10][CH2:9][N:8]([C:6]([O:5][C:1]([CH3:2])([CH3:3])[CH3:4])=[O:7])[CH2:13][CH2:12]5)=[O:17])[CH:48]=4)=[CH:51][C:52]=3[N:56]=2)[CH:63]=[CH:62][CH:61]=1)([CH3:66])[CH3:65]. The catalyst class is: 546. (4) Reactant: [NH:1]1[CH2:5][CH2:4][CH2:3][C:2]1([C:11]([O:13][CH2:14][CH3:15])=[O:12])[C:6]([O:8][CH2:9][CH3:10])=[O:7].C(=O)([O-])[O-].[K+].[K+].[Br:22][CH2:23][C:24](Br)=[O:25].C(OCC)(=O)C. Product: [Br:22][CH2:23][C:24]([N:1]1[CH2:5][CH2:4][CH2:3][C:2]1([C:11]([O:13][CH2:14][CH3:15])=[O:12])[C:6]([O:8][CH2:9][CH3:10])=[O:7])=[O:25]. The catalyst class is: 46. (5) Reactant: [F:1][C:2]([F:21])([F:20])[CH2:3][N:4]1[C:9](=[O:10])[C:8]([OH:11])=[C:7]([C:12]2[CH:17]=[CH:16][C:15]([S:18][CH3:19])=[CH:14][CH:13]=2)[CH:6]=[N:5]1.[CH:22]1([CH2:25]O)[CH2:24][CH2:23]1.C1(P(C2C=CC=CC=2)C2C=CC=CC=2)C=CC=CC=1.N(C(OCC)=O)=NC(OCC)=O. Product: [F:21][C:2]([F:1])([F:20])[CH2:3][N:4]1[C:9](=[O:10])[C:8]([O:11][CH2:25][CH:22]2[CH2:24][CH2:23]2)=[C:7]([C:12]2[CH:17]=[CH:16][C:15]([S:18][CH3:19])=[CH:14][CH:13]=2)[CH:6]=[N:5]1. The catalyst class is: 1. (6) Product: [CH3:2][CH2:1][O:3][C:4]([CH:6]1[CH2:11][N:10]([C:23]([O:25][C:26]([CH3:29])([CH3:28])[CH3:27])=[O:24])[C:9]2[CH:12]=[C:13]([Cl:22])[C:14]([N+:19]([O-:21])=[O:20])=[C:15]([N+:16]([O-:18])=[O:17])[C:8]=2[O:7]1)=[O:5]. Reactant: [CH2:1]([O:3][C:4]([CH:6]1[CH2:11][NH:10][C:9]2[CH:12]=[C:13]([Cl:22])[C:14]([N+:19]([O-:21])=[O:20])=[C:15]([N+:16]([O-:18])=[O:17])[C:8]=2[O:7]1)=[O:5])[CH3:2].[C:23](O[C:23]([O:25][C:26]([CH3:29])([CH3:28])[CH3:27])=[O:24])([O:25][C:26]([CH3:29])([CH3:28])[CH3:27])=[O:24]. The catalyst class is: 230.